From a dataset of Peptide-MHC class I binding affinity with 185,985 pairs from IEDB/IMGT. Regression. Given a peptide amino acid sequence and an MHC pseudo amino acid sequence, predict their binding affinity value. This is MHC class I binding data. (1) The peptide sequence is SLLNNQFGT. The MHC is H-2-Db with pseudo-sequence H-2-Db. The binding affinity (normalized) is 0.218. (2) The peptide sequence is SVITQACPK. The MHC is HLA-A23:01 with pseudo-sequence HLA-A23:01. The binding affinity (normalized) is 0.